Dataset: TCR-epitope binding with 47,182 pairs between 192 epitopes and 23,139 TCRs. Task: Binary Classification. Given a T-cell receptor sequence (or CDR3 region) and an epitope sequence, predict whether binding occurs between them. (1) The epitope is LLWNGPMAV. The TCR CDR3 sequence is CASSLPAAGYGYTF. Result: 1 (the TCR binds to the epitope). (2) The epitope is SEPVLKGVKL. The TCR CDR3 sequence is CATQGQLNYGYTF. Result: 0 (the TCR does not bind to the epitope).